From a dataset of Forward reaction prediction with 1.9M reactions from USPTO patents (1976-2016). Predict the product of the given reaction. (1) Given the reactants [CH3:1][O:2][C:3]1[C:8]2[S:9](=[O:26])(=[O:25])[CH2:10][C:11]3[C:15]([C:16]([OH:18])=O)=[N:14][N:13]([C:19]4[CH:24]=[CH:23][CH:22]=[CH:21][CH:20]=4)[C:12]=3[C:7]=2[CH:6]=[CH:5][CH:4]=1.C(N(CC)CC)C.C(P1(=O)OP(CCC)(=O)OP(CCC)(=O)O1)CC.CCOC(C)=O.[NH:58]1[CH2:63][CH2:62][O:61][CH2:60][CH2:59]1, predict the reaction product. The product is: [CH3:1][O:2][C:3]1[C:8]2[S:9](=[O:26])(=[O:25])[CH2:10][C:11]3[C:15]([C:16]([N:58]4[CH2:63][CH2:62][O:61][CH2:60][CH2:59]4)=[O:18])=[N:14][N:13]([C:19]4[CH:24]=[CH:23][CH:22]=[CH:21][CH:20]=4)[C:12]=3[C:7]=2[CH:6]=[CH:5][CH:4]=1. (2) Given the reactants [C:1]1([C:7]2[N:8]=[CH:9][C:10](=[O:13])[NH:11][CH:12]=2)[CH:6]=[CH:5][CH:4]=[CH:3][CH:2]=1.[Br:14]N1C(=O)CCC1=O.CN(C=O)C, predict the reaction product. The product is: [Br:14][C:9]1[C:10](=[O:13])[NH:11][CH:12]=[C:7]([C:1]2[CH:2]=[CH:3][CH:4]=[CH:5][CH:6]=2)[N:8]=1. (3) The product is: [C:18]1([C:15]2[S:16][CH:17]=[C:13]([C:8]3[CH:9]=[C:10]4[C:5](=[CH:6][CH:7]=3)[CH:4]=[C:3]([OH:2])[CH:12]=[CH:11]4)[N:14]=2)[CH:19]=[CH:20][CH:21]=[CH:22][CH:23]=1. Given the reactants C[O:2][C:3]1[CH:4]=[C:5]2[C:10](=[CH:11][CH:12]=1)[CH:9]=[C:8]([C:13]1[N:14]=[C:15]([C:18]3[CH:23]=[CH:22][CH:21]=[CH:20][CH:19]=3)[S:16][CH:17]=1)[CH:7]=[CH:6]2.Br, predict the reaction product. (4) Given the reactants [C:1]([C:4]1[S:5][CH:6]=[CH:7][CH:8]=1)(=O)[CH3:2].[S:9]1[CH:13]=[CH:12][CH:11]=[C:10]1[C:14]([CH2:16][C:17]#[N:18])=[O:15].[CH2:19](C1CCC(=O)CC1)[C:20]1[CH:25]=[CH:24][CH:23]=[CH:22][CH:21]=1.N1CCOCC1.[S], predict the reaction product. The product is: [NH2:18][C:17]1[S:5][C:6]2[CH2:2][CH:1]([CH2:19][C:20]3[CH:25]=[CH:24][CH:23]=[CH:22][CH:21]=3)[CH2:4][CH2:8][C:7]=2[C:16]=1[C:14]([C:10]1[S:9][CH:13]=[CH:12][CH:11]=1)=[O:15].